Dataset: Full USPTO retrosynthesis dataset with 1.9M reactions from patents (1976-2016). Task: Predict the reactants needed to synthesize the given product. (1) Given the product [Br:3][C:4]1[CH:5]=[C:6]([CH:16]=[CH:17][CH:18]=1)[CH2:7][N:8]([CH3:19])[C:9](=[O:15])[O:10][C:11]([CH3:14])([CH3:13])[CH3:12], predict the reactants needed to synthesize it. The reactants are: [H-].[Na+].[Br:3][C:4]1[CH:5]=[C:6]([CH:16]=[CH:17][CH:18]=1)[CH2:7][NH:8][C:9](=[O:15])[O:10][C:11]([CH3:14])([CH3:13])[CH3:12].[CH3:19]I. (2) Given the product [C:8]([C:6]1[CH:7]=[C:2]([Br:1])[CH:3]=[CH:4][C:5]=1[O:11][CH2:13][C:14]([OH:16])=[O:15])(=[O:10])[CH3:9], predict the reactants needed to synthesize it. The reactants are: [Br:1][C:2]1[CH:3]=[CH:4][C:5]([OH:11])=[C:6]([C:8](=[O:10])[CH3:9])[CH:7]=1.Cl[CH2:13][C:14]([OH:16])=[O:15].[OH-].[Na+].